This data is from Reaction yield outcomes from USPTO patents with 853,638 reactions. The task is: Predict the reaction yield, written as a fraction of the theoretical maximum amount of product (1.0 means a 100% yield; for example, 0.34 means a 34% yield). (1) The reactants are [Cl:1][C:2]1[CH:3]=[C:4]([C:9]2[C:13]([CH2:14][CH2:15][C:16](OC)=[O:17])=[CH:12][O:11][N:10]=2)[CH:5]=[CH:6][C:7]=1[F:8].[H-].C([Al+]CC(C)C)C(C)C.Cl. The catalyst is O1CCCC1. The product is [Cl:1][C:2]1[CH:3]=[C:4]([C:9]2[C:13]([CH2:14][CH2:15][CH2:16][OH:17])=[CH:12][O:11][N:10]=2)[CH:5]=[CH:6][C:7]=1[F:8]. The yield is 0.920. (2) The reactants are [F:1][C:2]1[CH:7]=[CH:6][C:5]([C@@:8]([NH:30][S@@:31]([C:33]([CH3:36])([CH3:35])[CH3:34])=[O:32])([C:16]2[CH:21]=[C:20]([O:22][C:23]([F:28])([F:27])[CH:24]([F:26])[F:25])[CH:19]=[C:18]([F:29])[CH:17]=2)CC2C=CC=CC=2)=[CH:4][C:3]=1[O:37][CH3:38].F[C:40]1[CH:45]=[CH:44][C:43]([C@@:46](N[S@](C(C)(C)C)=O)(C2[CH:59]=[C:58]([O:60]C(F)(F)C(F)F)[CH:57]=C(F)C=2)CC2C=CC=CC=2)=[CH:42][C:41]=1OC. No catalyst specified. The product is [F:1][C:2]1[CH:7]=[CH:6][C:5]([C:8]([C:16]2[CH:21]=[C:20]([O:22][C:23]([F:28])([F:27])[CH:24]([F:26])[F:25])[CH:19]=[C:18]([F:29])[CH:17]=2)=[N:30][S@@:31]([C:33]([CH3:34])([CH3:35])[CH3:36])=[O:32])=[CH:4][C:3]=1[O:37][CH3:38].[CH3:44][CH2:45][CH2:40][CH2:41][CH2:42][CH2:43][CH3:46].[CH3:57][CH:58]([OH:60])[CH3:59]. The yield is 0.900. (3) The reactants are [CH3:1][O:2][C:3]1[CH:4]=[C:5]([C:11]2[CH:12]=[N:13][CH:14]=[C:15]([C:18]=2[NH:19][C:20]2[CH:25]=[CH:24][CH:23]=[C:22]([OH:26])[CH:21]=2)[C:16]#[N:17])[CH:6]=[CH:7][C:8]=1[O:9][CH3:10].[CH2:27]([C@H:34]([NH:37]C(=O)OC(C)(C)C)[CH2:35]O)[C:28]1[CH:33]=[CH:32][CH:31]=[CH:30][CH:29]=1.C1(P(C2C=CC=CC=2)C2C=CC=CC=2)C=CC=CC=1.CCOC(/N=N/C(OCC)=O)=O.C(O)(C(F)(F)F)=O. The catalyst is C1COCC1. The product is [NH2:37][C@@H:34]([CH2:27][C:28]1[CH:33]=[CH:32][CH:31]=[CH:30][CH:29]=1)[CH2:35][O:26][C:22]1[CH:21]=[C:20]([NH:19][C:18]2[C:15]([C:16]#[N:17])=[CH:14][N:13]=[CH:12][C:11]=2[C:5]2[CH:6]=[CH:7][C:8]([O:9][CH3:10])=[C:3]([O:2][CH3:1])[CH:4]=2)[CH:25]=[CH:24][CH:23]=1. The yield is 0.110. (4) The reactants are C(N(CC)CC)C.[F:8][C:9]([F:28])([F:27])[S:10](N(C1C=CC=CC=1)[S:10]([C:9]([F:28])([F:27])[F:8])(=[O:12])=[O:11])(=[O:12])=[O:11].[F:29][C:30]1[CH:35]=[CH:34][C:33]([C:36]2[O:37][C:38]3[CH:49]=[C:48]([N+:50]([O-:52])=[O:51])[C:47]([OH:53])=[CH:46][C:39]=3[C:40]=2[C:41]([O:43][CH2:44][CH3:45])=[O:42])=[CH:32][CH:31]=1. The catalyst is C(Cl)Cl. The product is [F:29][C:30]1[CH:31]=[CH:32][C:33]([C:36]2[O:37][C:38]3[CH:49]=[C:48]([N+:50]([O-:52])=[O:51])[C:47]([O:53][S:10]([C:9]([F:28])([F:27])[F:8])(=[O:12])=[O:11])=[CH:46][C:39]=3[C:40]=2[C:41]([O:43][CH2:44][CH3:45])=[O:42])=[CH:34][CH:35]=1. The yield is 1.00.